From a dataset of Peptide-MHC class I binding affinity with 185,985 pairs from IEDB/IMGT. Regression. Given a peptide amino acid sequence and an MHC pseudo amino acid sequence, predict their binding affinity value. This is MHC class I binding data. The peptide sequence is ELVNQIIEQL. The MHC is HLA-B45:01 with pseudo-sequence HLA-B45:01. The binding affinity (normalized) is 0.0653.